This data is from Catalyst prediction with 721,799 reactions and 888 catalyst types from USPTO. The task is: Predict which catalyst facilitates the given reaction. (1) Reactant: Cl[C:2]1[N:7]=[C:6]([Cl:8])[CH:5]=[C:4]([Cl:9])[N:3]=1.C(=O)([O-])[O-].[K+].[K+].[F:16][CH:17]([F:27])[C:18]1[NH:22][C:21]2[CH:23]=[CH:24][CH:25]=[CH:26][C:20]=2[N:19]=1. Product: [Cl:9][C:4]1[CH:5]=[C:6]([Cl:8])[N:7]=[C:2]([N:19]2[C:20]3[CH:26]=[CH:25][CH:24]=[CH:23][C:21]=3[N:22]=[C:18]2[CH:17]([F:16])[F:27])[N:3]=1. The catalyst class is: 3. (2) Reactant: C(OC([N:8]1[CH2:13][CH2:12][CH:11]([N:14]2[CH:18]=[C:17](B3OC(C)(C)C(C)(C)O3)[CH:16]=[N:15]2)[CH2:10][CH2:9]1)=O)(C)(C)C.Br[C:29]1[C:33]2[CH:34]=[N:35][C:36]([NH2:50])=[C:37]([O:38][CH:39]([C:41]3[C:46]([Cl:47])=[CH:45][CH:44]=[C:43]([F:48])[C:42]=3[Cl:49])[CH3:40])[C:32]=2[O:31][CH:30]=1.C(=O)([O-])[O-].[K+].[K+]. Product: [Cl:49][C:42]1[C:43]([F:48])=[CH:44][CH:45]=[C:46]([Cl:47])[C:41]=1[CH:39]([O:38][C:37]1[C:32]2[O:31][CH:30]=[C:29]([C:17]3[CH:16]=[N:15][N:14]([CH:11]4[CH2:10][CH2:9][NH:8][CH2:13][CH2:12]4)[CH:18]=3)[C:33]=2[CH:34]=[N:35][C:36]=1[NH2:50])[CH3:40].[ClH:47]. The catalyst class is: 108. (3) Reactant: [NH2:1][CH:2]1[CH2:7][CH2:6][N:5]([CH2:8][C:9]2[CH:14]=[CH:13][CH:12]=[CH:11][CH:10]=2)[CH2:4][CH2:3]1.[CH:15]1([N:21]=[C:22]=[N:23][CH:24]2[CH2:29][CH2:28][CH2:27][CH2:26][CH2:25]2)[CH2:20][CH2:19][CH2:18][CH2:17][CH2:16]1. Product: [CH2:8]([N:5]1[CH2:6][CH2:7][CH:2]([NH:1][C:22]([NH:23][CH:24]2[CH2:29][CH2:28][CH2:27][CH2:26][CH2:25]2)=[N:21][CH:15]2[CH2:20][CH2:19][CH2:18][CH2:17][CH2:16]2)[CH2:3][CH2:4]1)[C:9]1[CH:14]=[CH:13][CH:12]=[CH:11][CH:10]=1. The catalyst class is: 3. (4) Reactant: Br[C:2]1[CH:3]=[C:4]([CH:6]=[C:7]([C:9]([F:12])([F:11])[F:10])[CH:8]=1)[NH2:5].[CH3:13][C:14]1[N:15]=[CH:16][NH:17][CH:18]=1.C(=O)([O-])[O-].[K+].[K+].OC1C=CC=C2C=1N=CC=C2. Product: [CH3:13][CH:14]1[CH2:18][N:17]([C:2]2[CH:3]=[C:4]([NH2:5])[CH:6]=[C:7]([C:9]([F:12])([F:11])[F:10])[CH:8]=2)[CH:16]=[N:15]1. The catalyst class is: 156. (5) Reactant: Br[C:2]1[C:15]2[C:16]3=[C:17]4[C:12](=[CH:13][CH:14]=2)[CH:11]=[CH:10][C:9]([C:18]2[C:27]5[C:22](=[CH:23][CH:24]=[CH:25][CH:26]=5)[CH:21]=[CH:20][CH:19]=2)=[C:8]4[CH:7]=[CH:6][C:5]3=[CH:4][CH:3]=1.[B:28]1([B:28]2[O:32][C:31]([CH3:34])([CH3:33])[C:30]([CH3:36])([CH3:35])[O:29]2)[O:32][C:31]([CH3:34])([CH3:33])[C:30]([CH3:36])([CH3:35])[O:29]1.C([O-])(=O)C.[K+]. Product: [CH3:35][C:30]1([CH3:36])[C:31]([CH3:34])([CH3:33])[O:32][B:28]([C:2]2[C:15]3[C:16]4=[C:17]5[C:12](=[CH:13][CH:14]=3)[CH:11]=[CH:10][C:9]([C:18]3[C:27]6[C:22](=[CH:23][CH:24]=[CH:25][CH:26]=6)[CH:21]=[CH:20][CH:19]=3)=[C:8]5[CH:7]=[CH:6][C:5]4=[CH:4][CH:3]=2)[O:29]1. The catalyst class is: 203. (6) Reactant: [Ca:1].[C:2](=[O:5])([OH:4])[O-:3]. Product: [C:2](=[O:3])([OH:5])[O-:4].[Ca+2:1].[C:2](=[O:3])([OH:5])[O-:4]. The catalyst class is: 6. (7) Reactant: [Br:1][C:2]1[CH:3]=[C:4]([C:8]2[CH:12]=[C:11]([C:13]([O:15]C)=O)[N:10]([CH2:17][C:18](=O)[CH3:19])[N:9]=2)[CH:5]=[CH:6][CH:7]=1.C(OP([CH2:29][C:30]([O:32][C:33]([CH3:36])([CH3:35])[CH3:34])=[O:31])(OCC)=O)C.CC([O-])(C)C.[K+]. Product: [Br:1][C:2]1[CH:3]=[C:4]([C:8]2[CH:12]=[C:11]3[C:13]([OH:15])=[C:29]([C:30]([O:32][C:33]([CH3:36])([CH3:35])[CH3:34])=[O:31])[C:18]([CH3:19])=[CH:17][N:10]3[N:9]=2)[CH:5]=[CH:6][CH:7]=1. The catalyst class is: 215. (8) Reactant: [C:1]([N:4]([CH2:36][CH:37]([OH:40])[CH2:38][NH2:39])[C:5]1[C:6]([I:35])=[C:7]([C:24]([NH:26][C:27](C)([CH3:33])C2COCO2)=[O:25])[C:8]([I:23])=[C:9]([C:21]=1[I:22])[C:10]([NH:12][CH2:13][CH:14]1[CH2:18][O:17][C:16]([CH3:20])([CH3:19])[O:15]1)=[O:11])(=[O:3])[CH3:2].[CH2:41](N(CC)CC)C.Cl[C:49]([C:51]1[C:52]([I:78])=[C:53]([NH:70][C:71]([CH2:73][O:74][C:75](=[O:77])[CH3:76])=[O:72])[C:54]([I:69])=[C:55]([C:58](=[O:68])[NH:59][CH2:60][CH:61]2[CH2:65][O:64][C:63]([CH3:67])([CH3:66])[O:62]2)[C:56]=1[I:57])=[O:50].[CH2:79]([O:81][C:82](=[O:84])[CH3:83])C. Product: [C:1]([N:4]([C:5]1[C:6]([I:35])=[C:7]([C:24](=[O:25])[NH:26][CH2:27][CH:33]2[CH2:79][O:81][C:82]([CH3:41])([CH3:83])[O:84]2)[C:8]([I:23])=[C:9]([C:10](=[O:11])[NH:12][CH2:13][CH:14]2[CH2:18][O:17][C:16]([CH3:20])([CH3:19])[O:15]2)[C:21]=1[I:22])[CH2:36][CH:37]([OH:40])[CH2:38][NH:39][C:49]([C:51]1[C:52]([I:78])=[C:53]([NH:70][C:71]([CH2:73][O:74][C:75](=[O:77])[CH3:76])=[O:72])[C:54]([I:69])=[C:55]([C:58](=[O:68])[NH:59][CH2:60][CH:61]2[CH2:65][O:64][C:63]([CH3:67])([CH3:66])[O:62]2)[C:56]=1[I:57])=[O:50])(=[O:3])[CH3:2]. The catalyst class is: 3. (9) Reactant: [C:1]([C:3]1[CH:4]=[C:5]([CH3:12])[C:6]([C:9]([OH:11])=O)=[N:7][CH:8]=1)#[N:2].CN(C(ON1N=NC2C=CC=NC1=2)=[N+](C)C)C.F[P-](F)(F)(F)(F)F.C(N(CC)C(C)C)(C)C.[NH2:46][C:47]1[CH:48]=[CH:49][C:50]([F:65])=[C:51]([C@@:53]2([CH3:64])[N:58]=[C:57]([NH2:59])[C@:56]([F:61])([CH3:60])[CH2:55][C:54]2([F:63])[F:62])[CH:52]=1. Product: [NH2:59][C:57]1[C@:56]([F:61])([CH3:60])[CH2:55][C:54]([F:63])([F:62])[C@:53]([C:51]2[CH:52]=[C:47]([NH:46][C:9](=[O:11])[C:6]3[C:5]([CH3:12])=[CH:4][C:3]([C:1]#[N:2])=[CH:8][N:7]=3)[CH:48]=[CH:49][C:50]=2[F:65])([CH3:64])[N:58]=1. The catalyst class is: 39.